This data is from Full USPTO retrosynthesis dataset with 1.9M reactions from patents (1976-2016). The task is: Predict the reactants needed to synthesize the given product. (1) Given the product [CH3:20][C:14]1[C:15]([CH3:19])=[CH:16][CH:17]=[CH:18][C:13]=1[C:8]1[CH:9]=[CH:10][CH:11]=[CH:12][C:7]=1[CH:6]=[CH:5][C:4]([OH:21])=[O:3], predict the reactants needed to synthesize it. The reactants are: C([O:3][C:4](=[O:21])[CH:5]=[CH:6][C:7]1[CH:12]=[CH:11][CH:10]=[CH:9][C:8]=1[C:13]1[CH:18]=[CH:17][CH:16]=[C:15]([CH3:19])[C:14]=1[CH3:20])C.[OH-].[Na+]. (2) Given the product [Br:1][C:2]1[CH:7]=[CH:6][C:5]([CH2:8][O:9][Si:19]([CH:23]([CH3:25])[CH3:24])([CH:20]([CH3:22])[CH3:21])[CH:16]([CH3:18])[CH3:17])=[CH:4][C:3]=1[F:10], predict the reactants needed to synthesize it. The reactants are: [Br:1][C:2]1[CH:7]=[CH:6][C:5]([CH2:8][OH:9])=[CH:4][C:3]=1[F:10].N1C=CN=C1.[CH:16]([Si:19](Cl)([CH:23]([CH3:25])[CH3:24])[CH:20]([CH3:22])[CH3:21])([CH3:18])[CH3:17]. (3) Given the product [C:1]1([Si:7]([C:14]2[CH:19]=[CH:18][CH:17]=[CH:16][CH:15]=2)([C:8]2[CH:13]=[CH:12][CH:11]=[CH:10][CH:9]=2)[O:27][CH2:26][C@H:25]2[O:28][C@@H:21]([N:29]3[CH:36]=[CH:35][C:33](=[O:34])[NH:32][C:30]3=[O:31])[CH2:22][C@@H:23]2[OH:24])[CH:6]=[CH:5][CH:4]=[CH:3][CH:2]=1, predict the reactants needed to synthesize it. The reactants are: [C:1]1([Si:7](Cl)([C:14]2[CH:19]=[CH:18][CH:17]=[CH:16][CH:15]=2)[C:8]2[CH:13]=[CH:12][CH:11]=[CH:10][CH:9]=2)[CH:6]=[CH:5][CH:4]=[CH:3][CH:2]=1.[C@@H:21]1([N:29]2[CH:36]=[CH:35][C:33](=[O:34])[NH:32][C:30]2=[O:31])[O:28][C@H:25]([CH2:26][OH:27])[C@@H:23]([OH:24])[CH2:22]1.CO. (4) Given the product [OH:22][C:19]([C:16]1[CH:17]=[CH:18][C:13]([C:12]([NH:11][C:4]2[CH:3]=[C:2]([C:26]3[CH:27]=[CH:28][S:24][CH:25]=3)[N:7]3[N:8]=[CH:9][CH:10]=[C:6]3[N:5]=2)=[O:23])=[CH:14][CH:15]=1)([CH3:21])[CH3:20], predict the reactants needed to synthesize it. The reactants are: Cl[C:2]1[N:7]2[N:8]=[CH:9][CH:10]=[C:6]2[N:5]=[C:4]([NH:11][C:12](=[O:23])[C:13]2[CH:18]=[CH:17][C:16]([C:19]([OH:22])([CH3:21])[CH3:20])=[CH:15][CH:14]=2)[CH:3]=1.[S:24]1[CH:28]=[CH:27][C:26](B(O)O)=[CH:25]1.O1CCOCC1. (5) Given the product [N:11]1([CH2:10][C:2]2[N:3]([CH2:26][CH2:27][CH2:28][CH2:29][NH2:30])[C:4]3[CH:9]=[CH:8][CH:7]=[CH:6][C:5]=3[N:1]=2)[C@@H:24]2[C@@H:15]([CH2:16][CH2:17][C:18]3[C:23]2=[N:22][CH:21]=[CH:20][CH:19]=3)[CH2:14][CH2:13][CH2:12]1, predict the reactants needed to synthesize it. The reactants are: [NH:1]1[C:5]2[CH:6]=[CH:7][CH:8]=[CH:9][C:4]=2[N:3]=[C:2]1[CH2:10][N:11]1[C@@H:24]2[C@@H:15]([CH2:16][CH2:17][C:18]3[C:23]2=[N:22][CH:21]=[CH:20][CH:19]=3)[CH2:14][CH2:13][CH2:12]1.Br[CH2:26][CH2:27][CH2:28][CH2:29][N:30]1C(=O)C2C(=CC=CC=2)C1=O.[I-].[K+].C(N(CC)C(C)C)(C)C.NN. (6) Given the product [NH2:17][CH:14]1[CH2:13][CH2:12][N:11]([C:10]2[C:4]3[CH:3]=[C:2]([Cl:1])[CH:39]=[CH:38][C:5]=3[N:6]([CH3:37])[C:7](=[O:36])[CH:8]([CH2:25][C:26]3[CH:35]=[CH:34][C:33]4[C:28](=[CH:29][CH:30]=[CH:31][CH:32]=4)[CH:27]=3)[N:9]=2)[CH2:16][CH2:15]1, predict the reactants needed to synthesize it. The reactants are: [Cl:1][C:2]1[CH:39]=[CH:38][C:5]2[N:6]([CH3:37])[C:7](=[O:36])[CH:8]([CH2:25][C:26]3[CH:35]=[CH:34][C:33]4[C:28](=[CH:29][CH:30]=[CH:31][CH:32]=4)[CH:27]=3)[N:9]=[C:10]([N:11]3[CH2:16][CH2:15][CH:14]([NH:17]C(=O)OC(C)(C)C)[CH2:13][CH2:12]3)[C:4]=2[CH:3]=1.FC(F)(F)C(O)=O. (7) Given the product [F:16][C:17]([F:27])([F:28])[C:18]1[CH:19]=[C:20]([C:21]2[O:15][N:14]=[C:2]([CH2:3][N:4]3[CH:8]=[C:7]([C:9]([O:11][CH2:12][CH3:13])=[O:10])[CH:6]=[N:5]3)[N:1]=2)[CH:24]=[CH:25][CH:26]=1, predict the reactants needed to synthesize it. The reactants are: [NH2:1]/[C:2](=[N:14]\[OH:15])/[CH2:3][N:4]1[CH:8]=[C:7]([C:9]([O:11][CH2:12][CH3:13])=[O:10])[CH:6]=[N:5]1.[F:16][C:17]([F:28])([F:27])[C:18]1[CH:19]=[C:20]([CH:24]=[CH:25][CH:26]=1)[C:21](Cl)=O.O. (8) Given the product [NH2:1][C:2]([CH2:7][C:8]1[CH:13]=[CH:12][CH:11]=[CH:10][CH:9]=1)([CH2:3][OH:4])[CH2:5][O:6][CH2:16][C:17]1[CH:18]=[C:19]([CH:32]=[C:33]([N:35]([CH3:40])[S:36]([CH3:39])(=[O:38])=[O:37])[CH:34]=1)[C:20]([NH:22][C@@H:23]([C:25]1[CH:26]=[CH:27][C:28]([F:31])=[CH:29][CH:30]=1)[CH3:24])=[O:21], predict the reactants needed to synthesize it. The reactants are: [NH2:1][C:2]([CH2:7][C:8]1[CH:13]=[CH:12][CH:11]=[CH:10][CH:9]=1)([CH2:5][OH:6])[CH2:3][OH:4].[Na].Br[CH2:16][C:17]1[CH:18]=[C:19]([CH:32]=[C:33]([N:35]([CH3:40])[S:36]([CH3:39])(=[O:38])=[O:37])[CH:34]=1)[C:20]([NH:22][C@@H:23]([C:25]1[CH:30]=[CH:29][C:28]([F:31])=[CH:27][CH:26]=1)[CH3:24])=[O:21].